From a dataset of Forward reaction prediction with 1.9M reactions from USPTO patents (1976-2016). Predict the product of the given reaction. (1) Given the reactants [CH3:1][Si:2]([CH3:16])([CH3:15])[O:3][CH2:4][CH2:5][C-:6]1[C:14]2[C:9](=[CH:10][CH:11]=[CH:12][CH:13]=2)[CH:8]=[CH:7]1.[Li+].[Cl-:18].[Cl-].[Cl-].[CH3:21][Zr:22]([CH3:31])([CH3:30])([CH3:29])([CH3:28])[CH:23]1[CH:27]=[CH:26][CH:25]=[CH:24]1, predict the reaction product. The product is: [Cl-:18].[Cl-:18].[CH3:16][Si:2]([CH3:15])([CH3:1])[O:3][CH2:4][CH2:5][CH:6]1[C:14]2[C:9](=[CH:10][CH:11]=[CH:12][CH:13]=2)[CH:8]=[C:7]1[Zr:22]([CH3:31])([CH3:30])([CH3:29])([CH3:28])([CH3:21])[CH:23]1[CH:27]=[CH:26][CH:25]=[CH:24]1. (2) Given the reactants [Cl:1][C:2]1[CH:24]=[C:23]([Cl:25])[CH:22]=[CH:21][C:3]=1[CH2:4][N:5]1[CH2:9][CH2:8][N:7]([CH:10]2[CH2:19][CH2:18][C:13]3(OCC[O:14]3)[CH2:12][CH2:11]2)[C:6]1=[O:20].Cl.C(=O)([O-])O.[Na+], predict the reaction product. The product is: [Cl:1][C:2]1[CH:24]=[C:23]([Cl:25])[CH:22]=[CH:21][C:3]=1[CH2:4][N:5]1[CH2:9][CH2:8][N:7]([CH:10]2[CH2:19][CH2:18][C:13](=[O:14])[CH2:12][CH2:11]2)[C:6]1=[O:20]. (3) Given the reactants Cl.[CH3:2][CH:3]([CH2:7][CH2:8][N:9]1[CH2:14][CH2:13][CH2:12][CH2:11][CH2:10]1)[C:4]([OH:6])=[O:5].C(N(C(C)C)C(C)C)C.C(Cl)(=O)C(Cl)=O.C(OC([N:37]1[C:41]([NH2:42])=[CH:40][C:39]([C:43]2[CH:44]=[N:45][C:46]([O:49][CH3:50])=[CH:47][CH:48]=2)=[N:38]1)=O)(C)(C)C.FC(F)(F)C(O)=O, predict the reaction product. The product is: [CH:4]([OH:6])=[O:5].[CH3:50][O:49][C:46]1[N:45]=[CH:44][C:43]([C:39]2[CH:40]=[C:41]([NH:42][C:4](=[O:6])[CH:3]([CH3:2])[CH2:7][CH2:8][N:9]3[CH2:14][CH2:13][CH2:12][CH2:11][CH2:10]3)[NH:37][N:38]=2)=[CH:48][CH:47]=1.